This data is from Full USPTO retrosynthesis dataset with 1.9M reactions from patents (1976-2016). The task is: Predict the reactants needed to synthesize the given product. (1) Given the product [C:40]1([CH:46]2[CH2:48][CH:47]2[NH:49][C:18]([C:17]2[CH:16]=[CH:15][C:14]([O:13][C:12]3[CH:11]=[C:10]4[C:5]([CH:6]([C:23]([O:25][CH3:26])=[O:24])[CH2:7][CH2:8][O:9]4)=[CH:4][C:3]=3[C:1]#[N:2])=[CH:22][CH:21]=2)=[O:20])[CH:45]=[CH:44][CH:43]=[CH:42][CH:41]=1, predict the reactants needed to synthesize it. The reactants are: [C:1]([C:3]1[CH:4]=[C:5]2[C:10](=[CH:11][C:12]=1[O:13][C:14]1[CH:22]=[CH:21][C:17]([C:18]([OH:20])=O)=[CH:16][CH:15]=1)[O:9][CH2:8][CH2:7][CH:6]2[C:23]([O:25][CH3:26])=[O:24])#[N:2].C(Cl)(=O)C(Cl)=O.C(N(CC)CC)C.[C:40]1([CH:46]2[CH2:48][CH:47]2[NH2:49])[CH:45]=[CH:44][CH:43]=[CH:42][CH:41]=1. (2) Given the product [NH2:1][C:2]1[C:11]2[C:6](=[CH:7][C:8]([O:12][CH2:13][CH:14]3[CH2:15][CH2:16][N:17]([CH2:27][CH2:28][NH:29][C:30]4[C:39]5[C:34](=[CH:35][CH:36]=[CH:37][CH:38]=5)[N:33]=[CH:32][CH:31]=4)[CH2:18][CH2:19]3)=[CH:9][CH:10]=2)[N:5]=[CH:4][N:3]=1, predict the reactants needed to synthesize it. The reactants are: [NH2:1][C:2]1[C:11]2[C:6](=[CH:7][C:8]([O:12][CH2:13][CH:14]3[CH2:19][CH2:18][NH:17][CH2:16][CH2:15]3)=[CH:9][CH:10]=2)[N:5]=[CH:4][N:3]=1.C([O-])([O-])=O.[K+].[K+].Cl[CH2:27][CH2:28][NH:29][C:30]1[C:39]2[C:34](=[CH:35][CH:36]=[CH:37][CH:38]=2)[N:33]=[CH:32][CH:31]=1. (3) Given the product [CH3:24][S:21]([C:18]1[CH:19]=[CH:20][C:15]([NH:14][C:4]2[CH:3]=[C:2]([N:25]3[CH2:30][CH2:29][O:28][CH2:27][CH2:26]3)[N:7]=[C:6]([C:8]3[CH:13]=[CH:12][CH:11]=[CH:10][CH:9]=3)[N:5]=2)=[CH:16][CH:17]=1)(=[O:23])=[O:22], predict the reactants needed to synthesize it. The reactants are: Cl[C:2]1[N:7]=[C:6]([C:8]2[CH:13]=[CH:12][CH:11]=[CH:10][CH:9]=2)[N:5]=[C:4]([NH:14][C:15]2[CH:20]=[CH:19][C:18]([S:21]([CH3:24])(=[O:23])=[O:22])=[CH:17][CH:16]=2)[CH:3]=1.[NH:25]1[CH2:30][CH2:29][O:28][CH2:27][CH2:26]1. (4) Given the product [CH:7]12[CH2:12][CH:10]([CH2:9][CH2:8]1)[CH2:11][CH:6]2[CH2:5][CH:4]([N:13]1[CH2:17][C:16]([O:18][C:19]2[C:20]([F:26])=[CH:21][CH:22]=[CH:23][C:24]=2[F:25])=[CH:15][C:14]1=[O:27])[C:3]([OH:28])=[O:2], predict the reactants needed to synthesize it. The reactants are: C[O:2][C:3](=[O:28])[CH:4]([N:13]1[CH2:17][C:16]([O:18][C:19]2[C:24]([F:25])=[CH:23][CH:22]=[CH:21][C:20]=2[F:26])=[CH:15][C:14]1=[O:27])[CH2:5][CH:6]1[CH2:11][CH:10]2[CH2:12][CH:7]1[CH2:8][CH2:9]2.O.[OH-].[Li+].Cl. (5) Given the product [CH:1]([NH:4][C:5]1[N:10]=[C:9]([C:11]2[C:19]3[C:14](=[CH:15][CH:16]=[C:17]([C:20]4[N:24]=[C:23]([NH2:25])[S:22][N:21]=4)[CH:18]=3)[NH:13][CH:12]=2)[CH:8]=[N:7][CH:6]=1)([CH3:3])[CH3:2], predict the reactants needed to synthesize it. The reactants are: [CH:1]([NH:4][C:5]1[N:10]=[C:9]([C:11]2[C:19]3[C:14](=[CH:15][CH:16]=[C:17]([C:20]4[N:24]=[C:23]([NH2:25])[S:22][N:21]=4)[CH:18]=3)[N:13](S(C3C=CC(C)=CC=3)(=O)=O)[CH:12]=2)[CH:8]=[N:7][CH:6]=1)([CH3:3])[CH3:2].[OH-].[Na+].